This data is from Forward reaction prediction with 1.9M reactions from USPTO patents (1976-2016). The task is: Predict the product of the given reaction. (1) The product is: [C:22]([C:26]1[O:27][C:28]2[C:29](=[C:31]([C:43]#[N:44])[C:32]([CH3:42])=[C:33]([C:36]3[CH:41]=[CH:40][CH:39]=[CH:38][CH:37]=3)[C:34]=2[N:20]2[CH2:21][CH:18]([NH:17][CH3:16])[CH2:19]2)[N:30]=1)([CH3:25])([CH3:23])[CH3:24]. Given the reactants C(N(CC)CC)C.FC(F)(F)C(O)=O.Cl.[CH3:16][NH:17][CH:18]1[CH2:21][NH:20][CH2:19]1.[C:22]([C:26]1[O:27][C:28]2[C:29](=[C:31]([C:43]#[N:44])[C:32]([CH3:42])=[C:33]([C:36]3[CH:41]=[CH:40][CH:39]=[CH:38][CH:37]=3)[C:34]=2F)[N:30]=1)([CH3:25])([CH3:24])[CH3:23].O.C(=O)(O)[O-].[Na+], predict the reaction product. (2) Given the reactants [Cl-].[Mg+2].[Cl-].[CH2:4]([O:6][C:7](=[O:12])[CH2:8][C:9]([O-:11])=[O:10])[CH3:5].[K+].[F:14][C:15]1[CH:16]=[C:17]([CH:32]=[CH:33][C:34]=1[C:35]([F:38])([F:37])[F:36])[CH2:18][CH:19]1[CH2:24][CH:23](C(O)=O)[CH2:22][CH2:21][N:20]1[C:28]([O:30][CH3:31])=[O:29].N1(C(N2C=CN=C2)=O)C=CN=C1.Cl, predict the reaction product. The product is: [CH2:4]([O:6][C:7](=[O:12])[CH2:8][C:9]([C@@H:23]1[CH2:22][CH2:21][N:20]([C:28]([O:30][CH3:31])=[O:29])[C@@H:19]([CH2:18][C:17]2[CH:32]=[CH:33][C:34]([C:35]([F:38])([F:36])[F:37])=[C:15]([F:14])[CH:16]=2)[CH2:24]1)=[O:11])[CH3:5].[CH2:4]([O:6][C:7](=[O:12])[CH2:8][C:9]([C@H:23]1[CH2:22][CH2:21][N:20]([C:28]([O:30][CH3:31])=[O:29])[C@@H:19]([CH2:18][C:17]2[CH:32]=[CH:33][C:34]([C:35]([F:38])([F:37])[F:36])=[C:15]([F:14])[CH:16]=2)[CH2:24]1)=[O:10])[CH3:5].